Dataset: Peptide-MHC class I binding affinity with 185,985 pairs from IEDB/IMGT. Task: Regression. Given a peptide amino acid sequence and an MHC pseudo amino acid sequence, predict their binding affinity value. This is MHC class I binding data. (1) The peptide sequence is HTAWDSHWV. The MHC is HLA-A31:01 with pseudo-sequence HLA-A31:01. The binding affinity (normalized) is 0.0847. (2) The peptide sequence is GHMMVIFRL. The MHC is HLA-A68:02 with pseudo-sequence HLA-A68:02. The binding affinity (normalized) is 0.0847. (3) The peptide sequence is SFEPIPIHY. The MHC is HLA-A01:01 with pseudo-sequence HLA-A01:01. The binding affinity (normalized) is 0. (4) The peptide sequence is VLYHRYNLV. The MHC is HLA-A02:01 with pseudo-sequence HLA-A02:01. The binding affinity (normalized) is 0.729.